Dataset: Reaction yield outcomes from USPTO patents with 853,638 reactions. Task: Predict the reaction yield, written as a fraction of the theoretical maximum amount of product (1.0 means a 100% yield; for example, 0.34 means a 34% yield). (1) The reactants are [CH3:1][C:2]1([CH3:16])[CH2:7][C:6]([CH3:9])([CH3:8])[CH2:5][C:4](=[CH:10]C(OCC)=O)[CH2:3]1.[Li][CH3:18].[NH4+].[Cl-].C([O:23][CH2:24][CH3:25])C. No catalyst specified. The product is [CH3:18][C:24]([OH:23])([CH3:25])[CH:10]=[C:4]1[CH2:3][C:2]([CH3:16])([CH3:1])[CH2:7][C:6]([CH3:8])([CH3:9])[CH2:5]1. The yield is 0.860. (2) The reactants are [C:1]1([O:11][CH2:12][C:13]([O:15]CC)=O)[C:10]2[C:5](=[CH:6][CH:7]=[CH:8][CH:9]=2)[CH:4]=[CH:3][CH:2]=1.[NH2:18][CH2:19][CH:20]([OH:32])[CH2:21][N:22]1[CH2:31][CH2:30][C:29]2[C:24](=[CH:25][CH:26]=[CH:27][CH:28]=2)[CH2:23]1. The catalyst is CCO. The product is [CH2:23]1[C:24]2[C:29](=[CH:28][CH:27]=[CH:26][CH:25]=2)[CH2:30][CH2:31][N:22]1[CH2:21][CH:20]([OH:32])[CH2:19][NH:18][C:13](=[O:15])[CH2:12][O:11][C:1]1[C:10]2[C:5](=[CH:6][CH:7]=[CH:8][CH:9]=2)[CH:4]=[CH:3][CH:2]=1. The yield is 0.250. (3) The reactants are [CH3:1][O:2][C:3]1[C:12]2[C:7](=[CH:8][CH:9]=[CH:10][CH:11]=2)[C:6]([C:13]2[O:14][C:15](=[O:23])[C:16]3[N:22]=[CH:21][CH:20]=[CH:19][C:17]=3[N:18]=2)=[CH:5][CH:4]=1.[CH:24]1([CH2:28][NH2:29])[CH2:27][CH2:26][CH2:25]1. No catalyst specified. The product is [CH:24]1([CH2:28][NH:29][C:15]([C:16]2[C:17]([NH:18][C:13]([C:6]3[C:7]4[C:12](=[CH:11][CH:10]=[CH:9][CH:8]=4)[C:3]([O:2][CH3:1])=[CH:4][CH:5]=3)=[O:14])=[CH:19][CH:20]=[CH:21][N:22]=2)=[O:23])[CH2:27][CH2:26][CH2:25]1. The yield is 0.560. (4) The reactants are [NH2:1][C:2]1[NH:3][C:4](=O)[C:5]2[C:10]3[CH2:11][CH2:12][CH2:13][CH2:14][C:9]=3[S:8][C:6]=2[N:7]=1.O=P(Cl)(Cl)[Cl:18].C(Cl)(Cl)Cl.CCCCCC. The catalyst is C(OC(=O)C)(=O)C. The product is [Cl:18][C:4]1[C:5]2[C:10]3[CH2:11][CH2:12][CH2:13][CH2:14][C:9]=3[S:8][C:6]=2[N:7]=[C:2]([NH2:1])[N:3]=1. The yield is 0.440. (5) The catalyst is C(#N)C. The reactants are [N:1]1[CH:6]=[C:5]([C:7]([O:9][CH2:10][CH2:11][O:12][C:13](=[O:16])[CH:14]=[CH2:15])=[O:8])[CH:4]=[C:3]([C:17]([O:19][CH2:20][CH2:21][O:22][C:23](=[O:26])[CH:24]=[CH2:25])=[O:18])[CH:2]=1.[CH3:27][I:28]. The product is [I-:28].[C:23]([O:22][CH2:21][CH2:20][O:19][C:17]([C:3]1[CH:2]=[N+:1]([CH3:27])[CH:6]=[C:5]([C:7]([O:9][CH2:10][CH2:11][O:12][C:13](=[O:16])[CH:14]=[CH2:15])=[O:8])[CH:4]=1)=[O:18])(=[O:26])[CH:24]=[CH2:25]. The yield is 0.910. (6) The reactants are C(C[O:4][C:5]1[CH:14]=[CH:13][C:8]([C:9]([O:11][CH3:12])=[O:10])=[C:7]([O:15][CH3:16])[CH:6]=1)#N.[H-].[Na+].IC.[Li+].CC([N-][CH:26]([CH3:28])[CH3:27])C.[CH3:29][N:30](C)C=O. The catalyst is O1CCCC1. The product is [C:29]([C:26]([CH3:27])([O:4][C:5]1[CH:14]=[CH:13][C:8]([C:9]([O:11][CH3:12])=[O:10])=[C:7]([O:15][CH3:16])[CH:6]=1)[CH3:28])#[N:30]. The yield is 0.310. (7) The reactants are Br[C:2]1[CH:7]=[CH:6][C:5]([OH:8])=[C:4]([F:9])[CH:3]=1.[NH:10]1[CH:14]=[CH:13][N:12]=[CH:11]1.P([O-])([O-])([O-])=O.[K+].[K+].[K+].CNCCNC.Cl. The catalyst is CN(C=O)C.[Cu]I.O. The product is [F:9][C:4]1[CH:3]=[C:2]([N:10]2[CH:14]=[CH:13][N:12]=[CH:11]2)[CH:7]=[CH:6][C:5]=1[OH:8]. The yield is 0.0800. (8) The reactants are [OH-].[Na+].[Br:3][C:4]1[CH:5]=[C:6]([N:15]([CH:18]2[CH2:22][CH2:21][CH2:20][CH2:19]2)[CH2:16][CH3:17])[C:7]([CH3:14])=[C:8]([CH:13]=1)[C:9]([O:11]C)=O.[NH2:23][CH2:24][C:25]1[C:26](=[O:33])[NH:27][C:28]([CH3:32])=[CH:29][C:30]=1[CH3:31].C1CN([P+](ON2N=NC3C=CC=CC2=3)(N2CCCC2)N2CCCC2)CC1.F[P-](F)(F)(F)(F)F. The catalyst is C(O)C.CS(C)=O. The product is [Br:3][C:4]1[CH:5]=[C:6]([N:15]([CH:18]2[CH2:22][CH2:21][CH2:20][CH2:19]2)[CH2:16][CH3:17])[C:7]([CH3:14])=[C:8]([CH:13]=1)[C:9]([NH:23][CH2:24][C:25]1[C:26](=[O:33])[NH:27][C:28]([CH3:32])=[CH:29][C:30]=1[CH3:31])=[O:11]. The yield is 0.420. (9) The reactants are [F:1][CH:2]([F:22])[C:3]1[C:8]([C:9]([O:11][CH3:12])=[O:10])=[C:7]([CH2:13][CH:14]([CH3:16])[CH3:15])[C:6]([SH:17])=[C:5]([C:18]([F:21])([F:20])[F:19])[N:4]=1.Cl[C:24]([O:26][CH3:27])=[O:25].C(N(CC)CC)C. The catalyst is C1COCC1. The product is [F:22][CH:2]([F:1])[C:3]1[C:8]([C:9]([O:11][CH3:12])=[O:10])=[C:7]([CH2:13][CH:14]([CH3:16])[CH3:15])[C:6]([S:17][C:24]([O:26][CH3:27])=[O:25])=[C:5]([C:18]([F:21])([F:20])[F:19])[N:4]=1. The yield is 0.770.